This data is from Full USPTO retrosynthesis dataset with 1.9M reactions from patents (1976-2016). The task is: Predict the reactants needed to synthesize the given product. (1) The reactants are: [Cl:1][C:2]1[CH:3]=[C:4]([F:11])[C:5]([C:8]([OH:10])=O)=[N:6][CH:7]=1.C(N(CC)CC)C.F[P-](F)(F)(F)(F)F.C[N+](C)=C(N(C)C)ON1C2N=CC=CC=2N=N1.Cl.[N:44]1([CH2:50][CH:51]([N:55]2[CH:59]=[C:58]([C:60]3[C:61]4[CH:68]=[CH:67][N:66](COCC[Si](C)(C)C)[C:62]=4[N:63]=[CH:64][N:65]=3)[CH:57]=[N:56]2)[CH2:52][C:53]#[N:54])[CH2:49][CH2:48][NH:47][CH2:46][CH2:45]1. Given the product [Cl:1][C:2]1[CH:3]=[C:4]([F:11])[C:5]([C:8]([N:47]2[CH2:46][CH2:45][N:44]([CH2:50][CH:51]([N:55]3[CH:59]=[C:58]([C:60]4[C:61]5[CH:68]=[CH:67][NH:66][C:62]=5[N:63]=[CH:64][N:65]=4)[CH:57]=[N:56]3)[CH2:52][C:53]#[N:54])[CH2:49][CH2:48]2)=[O:10])=[N:6][CH:7]=1, predict the reactants needed to synthesize it. (2) Given the product [CH3:10][C:8]1[N:21]=[C:19]([CH2:18][C:14]2[CH:15]=[CH:16][CH:17]=[C:12]([CH3:11])[CH:13]=2)[O:20][C:2]=1[C:3]([O:5][CH2:6][CH3:7])=[O:4], predict the reactants needed to synthesize it. The reactants are: Cl[CH:2]([C:8]([CH3:10])=O)[C:3]([O:5][CH2:6][CH3:7])=[O:4].[CH3:11][C:12]1[CH:13]=[C:14]([CH2:18][C:19]([NH2:21])=[O:20])[CH:15]=[CH:16][CH:17]=1. (3) Given the product [CH3:1][C:2]1[N:3]=[C:4]([NH:7][C:8]2[N:9]=[CH:10][C:11]([CH2:12][OH:13])=[CH:14][C:15]=2[O:16][C:17]2[CH:22]=[CH:21][CH:20]=[CH:19][CH:18]=2)[S:5][CH:6]=1, predict the reactants needed to synthesize it. The reactants are: [CH3:1][C:2]1[N:3]=[C:4]([NH:7][C:8]2[C:15]([O:16][C:17]3[CH:22]=[CH:21][CH:20]=[CH:19][CH:18]=3)=[CH:14][C:11]([CH:12]=[O:13])=[CH:10][N:9]=2)[S:5][CH:6]=1.[BH4-].[Na+].[NH4+].[Cl-]. (4) Given the product [ClH:39].[F:1][C:2]1[CH:7]=[C:6]([S:8]([CH3:11])(=[O:9])=[O:10])[CH:5]=[CH:4][C:3]=1[C:12]1[O:13][C:14]2[CH:20]=[C:19]([CH:21]3[CH2:26][CH2:25][NH:24][CH2:23][CH2:22]3)[CH:18]=[CH:17][C:15]=2[N:16]=1, predict the reactants needed to synthesize it. The reactants are: [F:1][C:2]1[CH:7]=[C:6]([S:8]([CH3:11])(=[O:10])=[O:9])[CH:5]=[CH:4][C:3]=1[C:12]1[O:13][C:14]2[CH:20]=[C:19]([CH:21]3[CH2:26][CH2:25][N:24](C(OC(C)(C)C)=O)[CH2:23][CH2:22]3)[CH:18]=[CH:17][C:15]=2[N:16]=1.O(CC)CC.[ClH:39]. (5) Given the product [C:54]([O:53][C:51]([N:8]1[CH2:9][CH2:10][C:4]2[C:3]([NH:19][CH2:20][C:21]3[CH:22]=[CH:23][C:24]([C:27]([OH:29])=[O:28])=[CH:25][CH:26]=3)=[C:2]([Cl:1])[CH:18]=[CH:17][C:5]=2[CH2:6][CH2:7]1)=[O:52])([CH3:55])([CH3:56])[CH3:57], predict the reactants needed to synthesize it. The reactants are: [Cl:1][C:2]1[CH:18]=[CH:17][C:5]2[CH2:6][CH2:7][N:8](C(=O)C(F)(F)F)[CH2:9][CH2:10][C:4]=2[C:3]=1[NH:19][CH2:20][C:21]1[CH:26]=[CH:25][C:24]([C:27]([O:29]C)=[O:28])=[CH:23][CH:22]=1.C(=O)([O-])[O-].[K+].[K+].C([O-])([O-])=O.[Na+].[Na+].[C:54]([O:53][C:51](O[C:51]([O:53][C:54]([CH3:57])([CH3:56])[CH3:55])=[O:52])=[O:52])([CH3:57])([CH3:56])[CH3:55]. (6) Given the product [Cl:4][C:5]1[C:10]([NH:11][C:22](=[O:23])[CH2:21][O:20][CH2:18][CH3:19])=[C:9]([NH:12][CH2:13][CH:14]([CH3:15])[CH3:16])[CH:8]=[C:7]([CH3:17])[N:6]=1, predict the reactants needed to synthesize it. The reactants are: ClCCl.[Cl:4][C:5]1[C:10]([NH2:11])=[C:9]([NH:12][CH2:13][CH:14]([CH3:16])[CH3:15])[CH:8]=[C:7]([CH3:17])[N:6]=1.[CH2:18]([O:20][CH2:21][C:22](Cl)=[O:23])[CH3:19]. (7) Given the product [F:23][CH:2]([F:1])[O:3][C:4]1[C:5]([O:22][CH2:31][C:32]2[CH:33]=[CH:34][C:35]([S:38]([CH3:41])(=[O:40])=[O:39])=[CH:36][CH:37]=2)=[C:6]([C:12]2[CH:13]=[C:14]3[C:18](=[CH:19][CH:20]=2)[C:17](=[O:21])[O:16][CH2:15]3)[CH:7]=[CH:8][C:9]=1[O:10][CH3:11], predict the reactants needed to synthesize it. The reactants are: [F:1][CH:2]([F:23])[O:3][C:4]1[C:5]([OH:22])=[C:6]([C:12]2[CH:13]=[C:14]3[C:18](=[CH:19][CH:20]=2)[C:17](=[O:21])[O:16][CH2:15]3)[CH:7]=[CH:8][C:9]=1[O:10][CH3:11].C(=O)([O-])[O-].[K+].[K+].Br[CH2:31][C:32]1[CH:37]=[CH:36][C:35]([S:38]([CH3:41])(=[O:40])=[O:39])=[CH:34][CH:33]=1.